From a dataset of Forward reaction prediction with 1.9M reactions from USPTO patents (1976-2016). Predict the product of the given reaction. (1) Given the reactants [C:1]([NH:5][C:6]([C:8]1[C:12]2=[N:13][C:14]([C:17]3[C:25]4[C:20](=[CH:21][C:22]([CH2:26][CH3:27])=[CH:23][CH:24]=4)[N:19]([CH3:28])[N:18]=3)=[CH:15][N:16]=[C:11]2[N:10](COCC[Si](C)(C)C)[CH:9]=1)=[O:7])([CH3:4])([CH3:3])[CH3:2].C(N)CN.CCCC[N+](CCCC)(CCCC)CCCC.[F-], predict the reaction product. The product is: [C:1]([NH:5][C:6]([C:8]1[C:12]2[C:11](=[N:16][CH:15]=[C:14]([C:17]3[C:25]4[C:20](=[CH:21][C:22]([CH2:26][CH3:27])=[CH:23][CH:24]=4)[N:19]([CH3:28])[N:18]=3)[N:13]=2)[NH:10][CH:9]=1)=[O:7])([CH3:4])([CH3:3])[CH3:2]. (2) Given the reactants Br[C:2]1[CH:3]=[C:4]2[C:8](=[CH:9][CH:10]=1)[N:7]([C:11]([O:13][C:14]([CH3:17])([CH3:16])[CH3:15])=[O:12])[CH:6]=[C:5]2[C:18]1[CH:19]=[N:20][C:21]2[C:26]([CH:27]=1)=[CH:25][CH:24]=[CH:23][CH:22]=2.[B:28]1([B:28]2[O:32][C:31]([CH3:34])([CH3:33])[C:30]([CH3:36])([CH3:35])[O:29]2)[O:32][C:31]([CH3:34])([CH3:33])[C:30]([CH3:36])([CH3:35])[O:29]1.C([O-])(=O)C.[K+], predict the reaction product. The product is: [N:20]1[C:21]2[C:26](=[CH:25][CH:24]=[CH:23][CH:22]=2)[CH:27]=[C:18]([C:5]2[C:4]3[C:8](=[CH:9][CH:10]=[C:2]([B:28]4[O:32][C:31]([CH3:34])([CH3:33])[C:30]([CH3:36])([CH3:35])[O:29]4)[CH:3]=3)[N:7]([C:11]([O:13][C:14]([CH3:16])([CH3:17])[CH3:15])=[O:12])[CH:6]=2)[CH:19]=1.